From a dataset of Catalyst prediction with 721,799 reactions and 888 catalyst types from USPTO. Predict which catalyst facilitates the given reaction. (1) Reactant: FC(F)(F)[C:3]([NH:5][C:6]1[CH:7]=[C:8]([CH:13]=[C:14]([C:16]([F:19])([F:18])[F:17])[CH:15]=1)[C:9]([O:11]C)=[O:10])=O.C[Si]([N-][Si](C)(C)C)(C)C.[K+].IC.[OH-].[Li+].Cl. Product: [CH3:3][NH:5][C:6]1[CH:7]=[C:8]([CH:13]=[C:14]([C:16]([F:17])([F:18])[F:19])[CH:15]=1)[C:9]([OH:11])=[O:10]. The catalyst class is: 1. (2) Product: [Cl:5][C:6]1[CH:11]=[CH:10][C:9]([C:12]2[O:16][C:15]([C:17]([CH3:21])([CH3:20])[CH2:18][NH2:19])=[CH:14][C:13]=2[C:22]2[CH:23]=[CH:24][N:25]=[CH:26][CH:27]=2)=[CH:8][C:7]=1[O:28][CH3:29]. The catalyst class is: 5. Reactant: B.CSC.[Cl:5][C:6]1[CH:11]=[CH:10][C:9]([C:12]2[O:16][C:15]([C:17]([CH3:21])([CH3:20])[C:18]#[N:19])=[CH:14][C:13]=2[C:22]2[CH:27]=[CH:26][N:25]=[CH:24][CH:23]=2)=[CH:8][C:7]=1[O:28][CH3:29]. (3) Reactant: N[C:2]1[CH:22]=[CH:21][C:5]([CH2:6][N:7]2[C:11]3=[N:12][C:13]([C:16]([O:18][CH3:19])=[O:17])=[CH:14][CH:15]=[C:10]3[N:9]=[C:8]2[CH3:20])=[C:4]([Cl:23])[CH:3]=1.C=O.[C:26]([BH3-])#[N:27].[Na+].[C:30](O)(=O)C. Product: [Cl:23][C:4]1[CH:3]=[C:2]([N:27]([CH3:26])[CH3:30])[CH:22]=[CH:21][C:5]=1[CH2:6][N:7]1[C:11]2=[N:12][C:13]([C:16]([O:18][CH3:19])=[O:17])=[CH:14][CH:15]=[C:10]2[N:9]=[C:8]1[CH3:20]. The catalyst class is: 10. (4) Reactant: [C:1]1([CH2:7][C:8](Cl)=[O:9])[CH:6]=[CH:5][CH:4]=[CH:3][CH:2]=1.[NH2:11][C:12]1[N:16]([C:17]2[CH:18]=[C:19]([CH:34]=[CH:35][CH:36]=2)[CH2:20][NH:21][C:22](=[O:33])[C@@H:23]([NH:25][C:26](=[O:32])[O:27][C:28]([CH3:31])([CH3:30])[CH3:29])[CH3:24])[N:15]=[C:14]([C:37]([F:40])([F:39])[F:38])[CH:13]=1.C(N(CC)CC)C. Product: [C:1]1([CH2:7][C:8]([NH:11][C:12]2[N:16]([C:17]3[CH:18]=[C:19]([CH:34]=[CH:35][CH:36]=3)[CH2:20][NH:21][C:22](=[O:33])[C@@H:23]([NH:25][C:26](=[O:32])[O:27][C:28]([CH3:31])([CH3:30])[CH3:29])[CH3:24])[N:15]=[C:14]([C:37]([F:39])([F:40])[F:38])[CH:13]=2)=[O:9])[CH:6]=[CH:5][CH:4]=[CH:3][CH:2]=1. The catalyst class is: 4.